Dataset: Catalyst prediction with 721,799 reactions and 888 catalyst types from USPTO. Task: Predict which catalyst facilitates the given reaction. (1) Reactant: [C:1]([NH:4][C:5]1[N:9]([C:10]2[CH:15]=[C:14]([S:16][CH2:17][C:18]([F:21])([F:20])[F:19])[C:13]([CH3:22])=[CH:12][C:11]=2[F:23])[N:8]=[C:7]([O:24][CH2:25][C:26]([F:38])([F:37])[C:27]([F:36])([F:35])[C:28]([F:34])([F:33])[C:29]([F:32])([F:31])[F:30])[CH:6]=1)(=[O:3])[CH3:2].ClC1C=CC=C(C(OO)=[O:47])C=1. Product: [C:1]([NH:4][C:5]1[N:9]([C:10]2[CH:15]=[C:14]([S:16]([CH2:17][C:18]([F:21])([F:20])[F:19])=[O:47])[C:13]([CH3:22])=[CH:12][C:11]=2[F:23])[N:8]=[C:7]([O:24][CH2:25][C:26]([F:37])([F:38])[C:27]([F:35])([F:36])[C:28]([F:34])([F:33])[C:29]([F:30])([F:31])[F:32])[CH:6]=1)(=[O:3])[CH3:2]. The catalyst class is: 22. (2) Product: [CH2:9]([O:16][CH2:17][CH2:18][C:19]([O:21][Si:23]([CH3:25])([CH3:24])[CH3:22])=[CH2:20])[C:10]1[CH:15]=[CH:14][CH:13]=[CH:12][CH:11]=1. The catalyst class is: 773. Reactant: [Li+].CC([N-]C(C)C)C.[CH2:9]([O:16][CH2:17][CH2:18][C:19](=[O:21])[CH3:20])[C:10]1[CH:15]=[CH:14][CH:13]=[CH:12][CH:11]=1.[CH3:22][Si:23](Cl)([CH3:25])[CH3:24]. (3) Reactant: C(OC([N:8]([CH2:25][C@H:26]1[CH2:35][CH2:34][C:33]2[C:28](=[CH:29][CH:30]=[C:31]([C:36]3[CH:37]=[C:38]([CH:42]=[CH:43][CH:44]=3)[C:39](O)=[O:40])[CH:32]=2)[O:27]1)[CH2:9][C@H:10]([O:17][Si](C(C)(C)C)(C)C)[C:11]1[CH:12]=[N:13][CH:14]=[CH:15][CH:16]=1)=O)(C)(C)C.CN(C1C=CC=CN=1)C.[CH3:54][S:55]([NH2:58])(=[O:57])=[O:56].Cl. Product: [OH:17][C@H:10]([C:11]1[CH:12]=[N:13][CH:14]=[CH:15][CH:16]=1)[CH2:9][NH:8][CH2:25][C@H:26]1[CH2:35][CH2:34][C:33]2[C:28](=[CH:29][CH:30]=[C:31]([C:36]3[CH:37]=[C:38]([CH:42]=[CH:43][CH:44]=3)[C:39]([NH:58][S:55]([CH3:54])(=[O:57])=[O:56])=[O:40])[CH:32]=2)[O:27]1. The catalyst class is: 135.